This data is from Reaction yield outcomes from USPTO patents with 853,638 reactions. The task is: Predict the reaction yield, written as a fraction of the theoretical maximum amount of product (1.0 means a 100% yield; for example, 0.34 means a 34% yield). (1) The reactants are [C:1]([O:4][C@@H:5]1[C@@H:10]([O:11][C:12](=[O:14])[CH3:13])[C@H:9]([O:15][C:16](=[O:18])[CH3:17])[C@@H:8]([O:19]/[C:20](/[C:29]([O:31][CH2:32][CH3:33])=[O:30])=[CH:21]\[C:22]2[CH:27]=[CH:26][CH:25]=[CH:24][C:23]=2F)[O:7][C@H:6]1[CH2:34][O:35][C:36](=[O:38])[CH3:37])(=[O:3])[CH3:2].[Br:39]C1C=CC=CC=1CC(=O)C(OCC)=O.[H-].[Na+].[Br-].C(O[C@@H]1[C@@H](OC(=O)C)[C@H](OC(=O)C)[C@@H](COC(=O)C)O[C@@H]1O)(=O)C. No catalyst specified. The product is [C:1]([O:4][C@@H:5]1[C@@H:10]([O:11][C:12](=[O:14])[CH3:13])[C@H:9]([O:15][C:16](=[O:18])[CH3:17])[C@@H:8]([O:19]/[C:20](/[C:29]([O:31][CH2:32][CH3:33])=[O:30])=[CH:21]\[C:22]2[CH:27]=[CH:26][CH:25]=[CH:24][C:23]=2[Br:39])[O:7][C@H:6]1[CH2:34][O:35][C:36](=[O:38])[CH3:37])(=[O:3])[CH3:2]. The yield is 0.170. (2) The reactants are [F:1][C:2]1[C:3]([C:13]([O:15][CH3:16])=[O:14])=[CH:4][C:5]2[CH2:6][CH2:7][CH2:8][C:9](=O)[C:10]=2[CH:11]=1.[NH:17]1[CH2:22][CH2:21][O:20][CH2:19][CH2:18]1. The catalyst is C1(C)C=CC=CC=1.[Ti](Cl)(Cl)(Cl)Cl. The product is [F:1][C:2]1[C:3]([C:13]([O:15][CH3:16])=[O:14])=[CH:4][C:5]2[CH2:6][CH2:7][CH:8]=[C:9]([N:17]3[CH2:22][CH2:21][O:20][CH2:19][CH2:18]3)[C:10]=2[CH:11]=1. The yield is 0.600. (3) The reactants are [N+:1]([C:4]1[CH:16]=[CH:15][C:7]([CH2:8][C:9]2[CH:14]=[CH:13][N:12]=[CH:11][CH:10]=2)=[CH:6][CH:5]=1)([O-])=O. The catalyst is CCO.[Pd]. The product is [N:12]1[CH:13]=[CH:14][C:9]([CH2:8][C:7]2[CH:6]=[CH:5][C:4]([NH2:1])=[CH:16][CH:15]=2)=[CH:10][CH:11]=1. The yield is 0.900. (4) The reactants are [CH3:1][C:2]1[CH:3]=[CH:4][C:5]([S:8]([NH:11]Cl)(=[O:10])=[O:9])=[CH:6][CH:7]=1.[Cl:13][C:14]1[CH:19]=[CH:18][C:17]([NH2:20])=[CH:16][CH:15]=1.[C:21]([N+:25]#[C-:26])([CH3:24])([CH3:23])[CH3:22]. The catalyst is C(Cl)Cl.[Cl-].C([N+](CC)(CC)CC)C1C=CC=CC=1. The product is [C:21]([NH:25]/[C:26](=[N:11]/[S:8]([C:5]1[CH:4]=[CH:3][C:2]([CH3:1])=[CH:7][CH:6]=1)(=[O:10])=[O:9])/[NH:20][C:17]1[CH:18]=[CH:19][C:14]([Cl:13])=[CH:15][CH:16]=1)([CH3:24])([CH3:23])[CH3:22]. The yield is 0.240. (5) The reactants are [CH2:1]([N:3]1[CH:7]=[C:6]([C:8]2[CH:13]=[CH:12][N:11]=[C:10]3[NH:14][C:15]([C:17]4[CH:22]=[CH:21][C:20]([CH2:23][N:24]5[CH2:29][CH2:28][O:27][CH2:26][CH2:25]5)=[CH:19][CH:18]=4)=[CH:16][C:9]=23)[C:5]([C:30]2[CH:35]=[CH:34][C:33]([NH2:36])=[CH:32][CH:31]=2)=[N:4]1)[CH3:2].C(N(CC)CC)C.[C:44](Cl)(=[O:49])[C:45]([CH3:48])([CH3:47])[CH3:46]. The catalyst is C(Cl)Cl.CN(C1C=CN=CC=1)C. The product is [CH2:1]([N:3]1[CH:7]=[C:6]([C:8]2[CH:13]=[CH:12][N:11]=[C:10]3[NH:14][C:15]([C:17]4[CH:22]=[CH:21][C:20]([CH2:23][N:24]5[CH2:29][CH2:28][O:27][CH2:26][CH2:25]5)=[CH:19][CH:18]=4)=[CH:16][C:9]=23)[C:5]([C:30]2[CH:35]=[CH:34][C:33]([NH:36][C:44](=[O:49])[C:45]([CH3:48])([CH3:47])[CH3:46])=[CH:32][CH:31]=2)=[N:4]1)[CH3:2]. The yield is 0.820.